Task: Predict the reaction yield, written as a fraction of the theoretical maximum amount of product (1.0 means a 100% yield; for example, 0.34 means a 34% yield).. Dataset: Reaction yield outcomes from USPTO patents with 853,638 reactions (1) The reactants are [CH3:1][O:2][C:3]1[CH:8]=[CH:7][CH:6]=[CH:5][C:4]=1[C:9]1[C:17]2[C:12](=[N:13][CH:14]=[C:15]([C:18]3[CH:19]=[C:20]([CH:24]=[CH:25][CH:26]=3)[C:21]([OH:23])=O)[CH:16]=2)[NH:11][CH:10]=1.CN(C(ON1N=NC2C=CC=NC1=2)=[N+](C)C)C.F[P-](F)(F)(F)(F)F.[CH3:51][N:52]([CH3:57])[CH2:53][CH2:54][NH:55][CH3:56]. The catalyst is CN(C=O)C.CS(C)=O. The product is [CH3:51][N:52]([CH3:57])[CH2:53][CH2:54][N:55]([CH3:56])[C:21](=[O:23])[C:20]1[CH:24]=[CH:25][CH:26]=[C:18]([C:15]2[CH:16]=[C:17]3[C:9]([C:4]4[CH:5]=[CH:6][CH:7]=[CH:8][C:3]=4[O:2][CH3:1])=[CH:10][NH:11][C:12]3=[N:13][CH:14]=2)[CH:19]=1. The yield is 0.540. (2) The yield is 0.880. The reactants are C(=O)([O:7][C:8]1[C:20]2[CH2:19][O:18][C:17](=[O:21])[C:16]=2[C:15]([C:22]2[CH:26]=[CH:25][O:24][CH:23]=2)=[C:14]2[C:9]=1[CH:10]=[C:11]([O:29][CH3:30])[C:12]([O:27][CH3:28])=[CH:13]2)OC(C)(C)C.N1CCCCC1.Cl. The product is [O:24]1[CH:25]=[CH:26][C:22]([C:15]2[C:16]3[C:17](=[O:21])[O:18][CH2:19][C:20]=3[C:8]([OH:7])=[C:9]3[C:14]=2[CH:13]=[C:12]([O:27][CH3:28])[C:11]([O:29][CH3:30])=[CH:10]3)=[CH:23]1. The catalyst is ClCCl. (3) The reactants are II.C([O:5][CH:6](OCC)[CH:7]1[C:16]2([CH2:21][CH2:20][N:19]([C:22]([O:24][CH2:25][C:26]3[CH:31]=[CH:30][CH:29]=[CH:28][CH:27]=3)=[O:23])[CH2:18][CH2:17]2)[O:15][C:14]2[C:9](=[CH:10][CH:11]=[CH:12][CH:13]=2)[C:8]1=[O:32])C. The catalyst is CC(C)=O. The product is [OH:5][CH:6]=[C:7]1[C:16]2([CH2:21][CH2:20][N:19]([C:22]([O:24][CH2:25][C:26]3[CH:31]=[CH:30][CH:29]=[CH:28][CH:27]=3)=[O:23])[CH2:18][CH2:17]2)[O:15][C:14]2[C:9](=[CH:10][CH:11]=[CH:12][CH:13]=2)[C:8]1=[O:32]. The yield is 0.880. (4) The reactants are [OH:1][B:2]1[C:6]2[CH:7]=[CH:8][C:9]([O:11][C:12]3[CH:20]=[CH:19][C:15]([C:16]([OH:18])=O)=[CH:14][N:13]=3)=[CH:10][C:5]=2[CH2:4][O:3]1.[CH2:21]([NH:23][CH2:24][CH3:25])[CH3:22].CCN(C(C)C)C(C)C.C1CN([P+](Cl)(N2CCCC2)N2CCCC2)CC1.F[P-](F)(F)(F)(F)F. The catalyst is CN(C=O)C.CCOC(C)=O. The product is [CH2:21]([N:23]([CH2:24][CH3:25])[C:16](=[O:18])[C:15]1[CH:19]=[CH:20][C:12]([O:11][C:9]2[CH:8]=[CH:7][C:6]3[B:2]([OH:1])[O:3][CH2:4][C:5]=3[CH:10]=2)=[N:13][CH:14]=1)[CH3:22]. The yield is 0.940. (5) The reactants are [NH:1]1[C:9]2[C:4](=[CH:5][CH:6]=[C:7]([C:10]([O:12]C)=[O:11])[CH:8]=2)[CH2:3][CH2:2]1.Br[C:15]1[C:19]2[CH2:20][N:21]([C:24](=[O:26])[CH3:25])[CH2:22][CH2:23][C:18]=2[N:17]([CH3:27])[N:16]=1.C1(P(C2CCCCC2)C2C=CC=CC=2C2C(OC(C)C)=CC=CC=2OC(C)C)CCCCC1.COC(C)(C)C.C(O[Na])(C)(C)C. The catalyst is O1CCOCC1.O. The product is [C:24]([N:21]1[CH2:22][CH2:23][C:18]2[N:17]([CH3:27])[N:16]=[C:15]([N:1]3[C:9]4[C:4](=[CH:5][CH:6]=[C:7]([C:10]([OH:12])=[O:11])[CH:8]=4)[CH2:3][CH2:2]3)[C:19]=2[CH2:20]1)(=[O:26])[CH3:25]. The yield is 0.100. (6) The reactants are [NH:1]1[C:9]2[C:4](=[CH:5][CH:6]=[CH:7][CH:8]=2)[CH2:3][C:2]1=[O:10].[CH3:11][C:12]1[CH:13]=[C:14]([CH:17]=O)[S:15][CH:16]=1. The catalyst is N1CCCCC1.C(O)C. The product is [CH3:11][C:12]1[CH:13]=[C:14]([CH:17]=[C:3]2[C:4]3[C:9](=[CH:8][CH:7]=[CH:6][CH:5]=3)[NH:1][C:2]2=[O:10])[S:15][CH:16]=1. The yield is 0.610. (7) The reactants are CS(O)(=O)=O.[NH2:6][CH2:7][C:8]1[CH:9]=[C:10]2[C:14](=[CH:15][CH:16]=1)[C:13](=[O:17])[N:12]([CH:18]1[CH2:23][CH2:22][C:21](=[O:24])[NH:20][C:19]1=[O:25])[CH2:11]2.[C:26](N1C=CN=C1)(N1C=CN=C1)=[O:27].[N:38]1[CH:43]=[CH:42][CH:41]=[CH:40][C:39]=1[O:44][C:45]1[CH:46]=[C:47]([NH2:51])[CH:48]=[CH:49][CH:50]=1.O. The catalyst is CN(C=O)C. The product is [O:25]=[C:19]1[CH:18]([N:12]2[CH2:11][C:10]3[C:14](=[CH:15][CH:16]=[C:8]([CH2:7][NH:6][C:26]([NH:51][C:47]4[CH:48]=[CH:49][CH:50]=[C:45]([O:44][C:39]5[CH:40]=[CH:41][CH:42]=[CH:43][N:38]=5)[CH:46]=4)=[O:27])[CH:9]=3)[C:13]2=[O:17])[CH2:23][CH2:22][C:21](=[O:24])[NH:20]1. The yield is 0.640. (8) The reactants are [Cl:1][C:2]1[C:7]2[N:8]=[CH:9][NH:10][C:6]=2[CH:5]=[C:4]([NH:11][C:12]2[NH:13][CH2:14][CH2:15][N:16]=2)[CH:3]=1.[Br:17]Br.N. The catalyst is CC(O)=O. The product is [Br:17][C:5]1[C:6]2[NH:10][CH:9]=[N:8][C:7]=2[C:2]([Cl:1])=[CH:3][C:4]=1[NH:11][C:12]1[NH:13][CH2:14][CH2:15][N:16]=1. The yield is 0.330.